From a dataset of Full USPTO retrosynthesis dataset with 1.9M reactions from patents (1976-2016). Predict the reactants needed to synthesize the given product. Given the product [CH3:9][O:10][C:11]1[C:16]([O:17][CH3:18])=[CH:15][C:14]([C:19]2[S:23][C:22]([S:24][CH3:1])=[N:21][N:20]=2)=[C:13]([N+:25]([O-:27])=[O:26])[CH:12]=1, predict the reactants needed to synthesize it. The reactants are: [C:1](=O)([O-])[O-].[K+].[K+].CI.[CH3:9][O:10][C:11]1[C:16]([O:17][CH3:18])=[CH:15][C:14]([C:19]2[S:23][C:22]([SH:24])=[N:21][N:20]=2)=[C:13]([N+:25]([O-:27])=[O:26])[CH:12]=1.